Dataset: Peptide-MHC class II binding affinity with 134,281 pairs from IEDB. Task: Regression. Given a peptide amino acid sequence and an MHC pseudo amino acid sequence, predict their binding affinity value. This is MHC class II binding data. (1) The binding affinity (normalized) is 0.140. The MHC is DRB1_1501 with pseudo-sequence DRB1_1501. The peptide sequence is KGVYINTALLNASCA. (2) The peptide sequence is MGDDHFWAVRGGGGE. The MHC is DRB1_0301 with pseudo-sequence DRB1_0301. The binding affinity (normalized) is 0.344. (3) The peptide sequence is MATRFMTDPHAMRDM. The MHC is DRB4_0101 with pseudo-sequence DRB4_0103. The binding affinity (normalized) is 0.